From a dataset of Peptide-MHC class I binding affinity with 185,985 pairs from IEDB/IMGT. Regression. Given a peptide amino acid sequence and an MHC pseudo amino acid sequence, predict their binding affinity value. This is MHC class I binding data. The peptide sequence is VPRVHNQPQ. The MHC is HLA-B58:01 with pseudo-sequence HLA-B58:01. The binding affinity (normalized) is 0.0847.